This data is from Reaction yield outcomes from USPTO patents with 853,638 reactions. The task is: Predict the reaction yield, written as a fraction of the theoretical maximum amount of product (1.0 means a 100% yield; for example, 0.34 means a 34% yield). (1) The reactants are [Cl:1][C:2]1[N:7]=[C:6](Cl)[C:5]([Cl:9])=[CH:4][N:3]=1.O.[CH3:11][S-:12].[Na+].CCCCCC. The product is [Cl:1][C:2]1[N:7]=[C:6]([S:12][CH3:11])[C:5]([Cl:9])=[CH:4][N:3]=1. The catalyst is C1COCC1.II. The yield is 0.948. (2) The reactants are [Br:1][C:2]1[C:7]([CH:8]=[O:9])=[C:6]([F:10])[C:5]([OH:11])=[CH:4][CH:3]=1.[CH2:12](O)[CH2:13][OH:14].C1(C)C=CC(S(O)(=O)=O)=CC=1.C(=O)(O)[O-].[Na+]. The catalyst is C1(C)C=CC=CC=1. The product is [Br:1][C:2]1[CH:3]=[CH:4][C:5]([OH:11])=[C:6]([F:10])[C:7]=1[CH:8]1[O:14][CH2:13][CH2:12][O:9]1. The yield is 0.940. (3) The reactants are C([O:8][NH:9][C:10](=[O:37])[CH2:11][CH:12]([C:26]1[CH:31]=[CH:30][C:29]([O:32][CH3:33])=[C:28]([O:34][CH2:35][CH3:36])[CH:27]=1)[N:13]1[C:17](=[O:18])[C:16]2=[C:19]([CH3:24])[C:20]([CH3:23])=[CH:21][CH:22]=[C:15]2[C:14]1=[O:25])C1C=CC=CC=1.[H][H]. The catalyst is C(OCC)(=O)C.CO.[OH-].[OH-].[Pd+2]. The product is [CH2:35]([O:34][C:28]1[CH:27]=[C:26]([CH:12]([N:13]2[C:17](=[O:18])[C:16]3=[C:19]([CH3:24])[C:20]([CH3:23])=[CH:21][CH:22]=[C:15]3[C:14]2=[O:25])[CH2:11][C:10]([NH:9][OH:8])=[O:37])[CH:31]=[CH:30][C:29]=1[O:32][CH3:33])[CH3:36]. The yield is 0.840. (4) The reactants are Cl[CH2:2][C:3]1[CH:8]=[CH:7][CH:6]=[CH:5][C:4]=1[CH2:9][C:10]([OH:12])=[O:11].[NH:13]1[CH2:18][CH2:17][O:16][CH2:15][CH2:14]1. The catalyst is C1COCC1.C(OCC)(=O)C. The yield is 0.870. The product is [O:16]1[CH2:17][CH2:18][N:13]([CH2:2][C:3]2[CH:8]=[CH:7][CH:6]=[CH:5][C:4]=2[CH2:9][C:10]([OH:12])=[O:11])[CH2:14][CH2:15]1. (5) The reactants are [CH2:1]1[C:9]2[C:4](=[CH:5][CH:6]=[CH:7][CH:8]=2)[CH2:3][CH:2]1[C@H:10]1[NH:15][C:14](=[O:16])[C@@H:13]([C@@H:17]([CH3:20])[CH2:18][CH3:19])[N:12]([CH:21]([C:39]2[CH:40]=[N:41][C:42]([CH3:46])=[CH:43][C:44]=2[CH3:45])[C:22]([NH:24][C:25]2[CH:30]=[CH:29][CH:28]=[CH:27][C:26]=2[O:31]CC2C=CC=CC=2)=[O:23])[C:11]1=[O:47]. The catalyst is C(O)C.[Pd]. The product is [CH2:1]1[C:9]2[C:4](=[CH:5][CH:6]=[CH:7][CH:8]=2)[CH2:3][CH:2]1[C@H:10]1[NH:15][C:14](=[O:16])[C@@H:13]([C@@H:17]([CH3:20])[CH2:18][CH3:19])[N:12]([CH:21]([C:39]2[CH:40]=[N:41][C:42]([CH3:46])=[CH:43][C:44]=2[CH3:45])[C:22]([NH:24][C:25]2[CH:30]=[CH:29][CH:28]=[CH:27][C:26]=2[OH:31])=[O:23])[C:11]1=[O:47]. The yield is 0.870. (6) The yield is 0.950. The reactants are [Cl:1][C:2]1[CH:9]=[CH:8][C:5]([C:6]#[N:7])=[C:4]([O:10][C:11]2[CH:16]=[CH:15][C:14]([F:17])=[C:13]([CH2:18]Cl)[CH:12]=2)[CH:3]=1.[CH3:20][NH2:21].[C:22]([OH:29])(=[O:28])/[CH:23]=[CH:24]/[C:25]([OH:27])=[O:26]. The catalyst is C(O)C.CO. The product is [C:22]([OH:29])(=[O:28])/[CH:23]=[CH:24]/[C:25]([OH:27])=[O:26].[Cl:1][C:2]1[CH:9]=[CH:8][C:5]([C:6]#[N:7])=[C:4]([O:10][C:11]2[CH:16]=[CH:15][C:14]([F:17])=[C:13]([CH2:18][NH:21][CH3:20])[CH:12]=2)[CH:3]=1.